From a dataset of Full USPTO retrosynthesis dataset with 1.9M reactions from patents (1976-2016). Predict the reactants needed to synthesize the given product. (1) Given the product [CH2:1]([O:8][C:9]1[CH:10]=[CH:11][C:12]([C:15]2[N:19]([CH:20]3[CH2:24][CH2:23][CH2:22][CH2:21]3)[C:18]3[CH:25]=[CH:26][C:27]([C:29](=[N:32][OH:33])[NH2:30])=[CH:28][C:17]=3[N:16]=2)=[CH:13][CH:14]=1)[C:2]1[CH:7]=[CH:6][CH:5]=[CH:4][CH:3]=1, predict the reactants needed to synthesize it. The reactants are: [CH2:1]([O:8][C:9]1[CH:14]=[CH:13][C:12]([C:15]2[N:19]([CH:20]3[CH2:24][CH2:23][CH2:22][CH2:21]3)[C:18]3[CH:25]=[CH:26][C:27]([C:29]#[N:30])=[CH:28][C:17]=3[N:16]=2)=[CH:11][CH:10]=1)[C:2]1[CH:7]=[CH:6][CH:5]=[CH:4][CH:3]=1.Cl.[NH2:32][OH:33].C(=O)([O-])O.[Na+]. (2) Given the product [N:12]1([C:10]2[C:9]3[C:4](=[CH:5][CH:6]=[CH:7][CH:8]=3)[C:3](=[O:18])[N:2]([NH:1][C:29](=[O:30])[CH2:28][C:25]3[CH:24]=[CH:23][C:22]([N+:19]([O-:21])=[O:20])=[CH:27][CH:26]=3)[N:11]=2)[CH2:17][CH2:16][O:15][CH2:14][CH2:13]1, predict the reactants needed to synthesize it. The reactants are: [NH2:1][N:2]1[N:11]=[C:10]([N:12]2[CH2:17][CH2:16][O:15][CH2:14][CH2:13]2)[C:9]2[C:4](=[CH:5][CH:6]=[CH:7][CH:8]=2)[C:3]1=[O:18].[N+:19]([C:22]1[CH:27]=[CH:26][C:25]([CH2:28][C:29](O)=[O:30])=[CH:24][CH:23]=1)([O-:21])=[O:20]. (3) The reactants are: [O:1]([CH2:8][CH2:9][CH2:10][CH2:11][CH2:12][CH2:13][C:14]([C:16]1[O:17][C:18]([CH2:21][O:22]CC2C=CC=CC=2)=[N:19][N:20]=1)=[O:15])[C:2]1[CH:7]=[CH:6][CH:5]=[CH:4][CH:3]=1.C1CC=CCC=1. Given the product [OH:22][CH2:21][C:18]1[O:17][C:16]([C:14](=[O:15])[CH2:13][CH2:12][CH2:11][CH2:10][CH2:9][CH2:8][O:1][C:2]2[CH:3]=[CH:4][CH:5]=[CH:6][CH:7]=2)=[N:20][N:19]=1, predict the reactants needed to synthesize it. (4) Given the product [ClH:22].[S:1]1[C:5]2[CH:6]=[CH:7][C:8]([C:10]3[CH:11]4[CH2:21][CH:14]([CH2:15][C:16]=3[CH2:17][N:18]([CH3:19])[CH3:20])[CH2:13][CH2:12]4)=[CH:9][C:4]=2[CH:3]=[CH:2]1, predict the reactants needed to synthesize it. The reactants are: [S:1]1[C:5]2[CH:6]=[CH:7][C:8]([C:10]3[CH:11]4[CH2:21][CH:14]([CH2:15][C:16]=3[CH2:17][N:18]([CH3:20])[CH3:19])[CH2:13][CH2:12]4)=[CH:9][C:4]=2[CH:3]=[CH:2]1.[ClH:22]. (5) Given the product [Cl:1][C:2]1[CH:3]=[CH:4][C:5]([C:8]2[N:12]([C:13]3[CH:18]=[CH:17][C:16]([Cl:19])=[CH:15][C:14]=3[Cl:20])[N:11]=[C:10]([C:21]([N:25]3[CH2:26][CH2:27][CH:28]([NH:31][C:32](=[O:38])[O:33][C:34]([CH3:35])([CH3:37])[CH3:36])[CH2:29][CH2:30]3)=[O:22])[C:9]=2[CH3:24])=[CH:6][CH:7]=1, predict the reactants needed to synthesize it. The reactants are: [Cl:1][C:2]1[CH:7]=[CH:6][C:5]([C:8]2[N:12]([C:13]3[CH:18]=[CH:17][C:16]([Cl:19])=[CH:15][C:14]=3[Cl:20])[N:11]=[C:10]([C:21](O)=[O:22])[C:9]=2[CH3:24])=[CH:4][CH:3]=1.[NH:25]1[CH2:30][CH2:29][CH:28]([NH:31][C:32](=[O:38])[O:33][C:34]([CH3:37])([CH3:36])[CH3:35])[CH2:27][CH2:26]1.C(N(CC)CC)C.F[P-](F)(F)(F)(F)F.N1(O[P+](N(C)C)(N(C)C)N(C)C)C2C=CC=CC=2N=N1. (6) Given the product [CH3:1][C:2]1[C:7]([CH3:8])=[C:6]([O:21][CH2:20][C:19]([F:26])([F:18])[C:22]([F:25])([F:24])[F:23])[CH:5]=[CH:4][N+:3]=1[O-:12], predict the reactants needed to synthesize it. The reactants are: [CH3:1][C:2]1[C:7]([CH3:8])=[C:6]([N+]([O-])=O)[CH:5]=[CH:4][N+:3]=1[O-:12].C(C(C)=O)C.[F:18][C:19]([F:26])([C:22]([F:25])([F:24])[F:23])[CH2:20][OH:21].C(=O)([O-])[O-].[K+].[K+]. (7) Given the product [C:6]([O:5][C:3](=[O:4])[CH2:2][NH:17][CH2:16][C:15]1[CH:18]=[CH:19][C:12]([O:11][CH3:10])=[CH:13][CH:14]=1)([CH3:9])([CH3:8])[CH3:7], predict the reactants needed to synthesize it. The reactants are: Br[CH2:2][C:3]([O:5][C:6]([CH3:9])([CH3:8])[CH3:7])=[O:4].[CH3:10][O:11][C:12]1[CH:19]=[CH:18][C:15]([CH2:16][NH2:17])=[CH:14][CH:13]=1.Cl. (8) Given the product [NH2:28][CH2:29][CH2:30][CH2:31][NH:32][C@@H:33]1[CH2:37][CH2:36][N:35]([S:38]([C:41]2[C:42]3[C:43]([Cl:51])=[CH:44][N:45]=[CH:46][C:47]=3[CH:48]=[CH:49][CH:50]=2)(=[O:40])=[O:39])[CH2:34]1.[ClH:1], predict the reactants needed to synthesize it. The reactants are: [ClH:1].C(OC(NCCC=O)=O)(C)(C)C.C(=O)C1OC=CC=1.C(OC([NH:28][CH2:29][CH2:30][CH2:31][NH:32][C@@H:33]1[CH2:37][CH2:36][N:35]([S:38]([C:41]2[C:42]3[C:43]([Cl:51])=[CH:44][N:45]=[CH:46][C:47]=3[CH:48]=[CH:49][CH:50]=2)(=[O:40])=[O:39])[CH2:34]1)=O)(C)(C)C. (9) Given the product [CH3:27][O:29][C:2]1[N:7]=[N:6][C:5]([N:8]2[C:12]([C:13]3[CH:18]=[CH:17][C:16]([CH3:19])=[CH:15][N:14]=3)=[CH:11][C:10]([C:20]([OH:22])=[O:21])=[N:9]2)=[CH:4][CH:3]=1, predict the reactants needed to synthesize it. The reactants are: Cl[C:2]1[N:7]=[N:6][C:5]([N:8]2[C:12]([C:13]3[CH:18]=[CH:17][C:16]([CH3:19])=[CH:15][N:14]=3)=[CH:11][C:10]([C:20]([O:22]C)=[O:21])=[N:9]2)=[CH:4][CH:3]=1.C[O-].[Na+].[CH2:27]([O:29]CC)C.O.